Dataset: Peptide-MHC class I binding affinity with 185,985 pairs from IEDB/IMGT. Task: Regression. Given a peptide amino acid sequence and an MHC pseudo amino acid sequence, predict their binding affinity value. This is MHC class I binding data. (1) The MHC is HLA-B27:05 with pseudo-sequence HLA-B27:05. The peptide sequence is RHRILDIYL. The binding affinity (normalized) is 0.474. (2) The peptide sequence is LYSHPIIL. The MHC is HLA-A24:02 with pseudo-sequence HLA-A24:02. The binding affinity (normalized) is 0. (3) The peptide sequence is VSWTMKIL. The MHC is H-2-Db with pseudo-sequence H-2-Db. The binding affinity (normalized) is 0.0983. (4) The peptide sequence is SPTPGPSNA. The MHC is HLA-B44:02 with pseudo-sequence HLA-B44:02. The binding affinity (normalized) is 0.213. (5) The peptide sequence is DILSIIDAK. The MHC is HLA-A68:01 with pseudo-sequence HLA-A68:01. The binding affinity (normalized) is 0.639. (6) The peptide sequence is IESNPLFPV. The MHC is HLA-A23:01 with pseudo-sequence HLA-A23:01. The binding affinity (normalized) is 0.0847.